Dataset: Catalyst prediction with 721,799 reactions and 888 catalyst types from USPTO. Task: Predict which catalyst facilitates the given reaction. (1) Reactant: [CH2:1]([O:3][C:4]([C:6]1[C:7]([OH:24])=[C:8]2[C:12](=[CH:13][CH:14]=1)[NH:11][N:10]=[C:9]2/[CH:15]=[CH:16]/[C:17]1[CH:22]=[CH:21][C:20]([F:23])=[CH:19][CH:18]=1)=[O:5])[CH3:2].[C:25](O[C:25]([O:27][C:28]([CH3:31])([CH3:30])[CH3:29])=[O:26])([O:27][C:28]([CH3:31])([CH3:30])[CH3:29])=[O:26].O. Product: [CH2:1]([O:3][C:4]([C:6]1[C:7]([OH:24])=[C:8]2[C:12](=[CH:13][CH:14]=1)[N:11]([C:25]([O:27][C:28]([CH3:31])([CH3:30])[CH3:29])=[O:26])[N:10]=[C:9]2/[CH:15]=[CH:16]/[C:17]1[CH:18]=[CH:19][C:20]([F:23])=[CH:21][CH:22]=1)=[O:5])[CH3:2]. The catalyst class is: 453. (2) Reactant: [Cl:1][C:2]1[CH:3]=[C:4]([CH:8]=[CH:9][C:10]=1[O:11][CH:12]([F:14])[F:13])[C:5](Cl)=[O:6].O[NH:16][C:17](=[NH:37])[C:18]1[CH:27]=[CH:26][CH:25]=[C:24]2[C:19]=1[CH:20]=[CH:21][N:22]=[C:23]2[CH2:28][CH2:29][C:30]([O:32][C:33]([CH3:36])([CH3:35])[CH3:34])=[O:31].C(N(CC)CC)C. Product: [Cl:1][C:2]1[CH:3]=[C:4]([C:5]2[O:6][N:16]=[C:17]([C:18]3[CH:27]=[CH:26][CH:25]=[C:24]4[C:19]=3[CH:20]=[CH:21][N:22]=[C:23]4[CH2:28][CH2:29][C:30]([O:32][C:33]([CH3:36])([CH3:35])[CH3:34])=[O:31])[N:37]=2)[CH:8]=[CH:9][C:10]=1[O:11][CH:12]([F:14])[F:13]. The catalyst class is: 3. (3) Reactant: [OH:1][CH2:2][CH:3]([C:13]1[C:18]([CH3:19])=CC(C)=C(C)C=1O)[C:4]1[CH:9]=[CH:8][C:7]([CH:10]([CH3:12])[CH3:11])=[CH:6][CH:5]=1.[C:23]1(P(C2C=CC=CC=2)C2C=CC=CC=2)C=CC=CC=1.CCOC(/N=N/C(OCC)=O)=O.[C:54]1([CH3:60])[CH:59]=CC=[CH:56][CH:55]=1. Product: [CH:10]([C:7]1[CH:8]=[CH:9][C:4]([CH:3]2[C:13]3[C:18]([CH3:19])=[CH:56][C:55]([CH3:23])=[C:54]([CH3:60])[C:59]=3[O:1][CH2:2]2)=[CH:5][CH:6]=1)([CH3:11])[CH3:12]. The catalyst class is: 1. (4) Reactant: [CH2:1]([O:3][C:4](=[O:21])[C:5]1[CH:10]=[CH:9][N:8]=[C:7]([C:11]2[CH:12]=[C:13]3[C:17](=[C:18](Br)[CH:19]=2)[NH:16][CH:15]=[CH:14]3)[CH:6]=1)[CH3:2].O.[CH3:23][N:24]1CCCC1=O. Product: [CH2:1]([O:3][C:4](=[O:21])[C:5]1[CH:10]=[CH:9][N:8]=[C:7]([C:11]2[CH:12]=[C:13]3[C:17](=[C:18]([C:23]#[N:24])[CH:19]=2)[NH:16][CH:15]=[CH:14]3)[CH:6]=1)[CH3:2]. The catalyst class is: 507. (5) Reactant: Br[C:2]1[N:3]=[CH:4][C:5]([NH2:8])=[N:6][CH:7]=1.[NH:9]1[CH2:13][CH2:12][CH2:11][CH2:10]1. Product: [N:9]1([C:2]2[N:3]=[CH:4][C:5]([NH2:8])=[N:6][CH:7]=2)[CH2:13][CH2:12][CH2:11][CH2:10]1. The catalyst class is: 13. (6) Reactant: C([O:5][C:6](=[O:25])[C:7]1[CH:12]=[CH:11][CH:10]=[C:9]([O:13][C:14]([CH3:24])([C:16](=[O:23])[NH:17][C:18]2[S:19][CH:20]=[CH:21][N:22]=2)[CH3:15])[CH:8]=1)(C)(C)C.C(O)(C(F)(F)F)=O. Product: [CH3:24][C:14]([C:16](=[O:23])[NH:17][C:18]1[S:19][CH:20]=[CH:21][N:22]=1)([O:13][C:9]1[CH:8]=[C:7]([CH:12]=[CH:11][CH:10]=1)[C:6]([OH:25])=[O:5])[CH3:15]. The catalyst class is: 2.